Dataset: Peptide-MHC class I binding affinity with 185,985 pairs from IEDB/IMGT. Task: Regression. Given a peptide amino acid sequence and an MHC pseudo amino acid sequence, predict their binding affinity value. This is MHC class I binding data. (1) The peptide sequence is YWPTEGYEF. The binding affinity (normalized) is 0.501. The MHC is HLA-C04:01 with pseudo-sequence HLA-C04:01. (2) The peptide sequence is KPASLVSSL. The MHC is HLA-B08:01 with pseudo-sequence HLA-B08:01. The binding affinity (normalized) is 0.358.